This data is from Catalyst prediction with 721,799 reactions and 888 catalyst types from USPTO. The task is: Predict which catalyst facilitates the given reaction. (1) Reactant: [CH3:1][O:2][C:3]1[CH:8]=[CH:7][C:6]([NH:9][C:10]2[C:11](=[CH:15][CH:16]=[CH:17][CH:18]=2)[C:12]([OH:14])=O)=[CH:5][CH:4]=1. Product: [CH3:1][O:2][C:3]1[CH:4]=[CH:5][C:6]2[NH:9][C:10]3[C:11](=[CH:15][CH:16]=[CH:17][CH:18]=3)[C:12](=[O:14])[C:7]=2[CH:8]=1. The catalyst class is: 6. (2) Reactant: FC(F)(F)S(O[C:7]1[C:16]2[CH2:15][CH2:14][CH2:13][CH2:12][C:11]=2[N:10]=[C:9]([O:17][CH2:18][C:19]2[C:24]([F:25])=[CH:23][CH:22]=[CH:21][N:20]=2)[CH:8]=1)(=O)=O.CC1(C)C(C)(C)OB([C:36]2[CH:37]=[N:38][C:39]([NH2:42])=[N:40][CH:41]=2)O1.C(Cl)(Cl)[Cl:45].Cl.CCOCC. Product: [F:25][C:24]1[C:19]([CH2:18][O:17][C:9]2[CH:8]=[C:7]([C:36]3[CH:37]=[N:38][C:39]([NH2:42])=[N:40][CH:41]=3)[C:16]3[CH2:15][CH2:14][CH2:13][CH2:12][C:11]=3[N:10]=2)=[N:20][CH:21]=[CH:22][CH:23]=1.[ClH:45].[F:25][C:24]1[C:19]([CH2:18][O:17][C:9]2[CH:8]=[C:7]([C:36]3[CH:37]=[N:38][C:39]([NH2:42])=[N:40][CH:41]=3)[C:16]3[CH2:15][CH2:14][CH2:13][CH2:12][C:11]=3[N:10]=2)=[N:20][CH:21]=[CH:22][CH:23]=1. The catalyst class is: 370. (3) Reactant: [OH:1][C:2]1[CH:3]=[C:4]([C:8]([F:11])([F:10])[F:9])[CH:5]=[CH:6][CH:7]=1.[OH-].[K+].Br[CH:15]([C:25]1[CH:30]=[CH:29][C:28]([Cl:31])=[CH:27][CH:26]=1)[C:16]([O:18][CH2:19][CH2:20][NH:21][C:22](=[O:24])[CH3:23])=[O:17].C(O)(C)C.[O-]C1C=CC=CC=1. Product: [Cl:31][C:28]1[CH:29]=[CH:30][C:25]([CH:15]([O:1][C:2]2[CH:7]=[CH:6][CH:5]=[C:4]([C:8]([F:9])([F:10])[F:11])[CH:3]=2)[C:16]([O:18][CH2:19][CH2:20][NH:21][C:22](=[O:24])[CH3:23])=[O:17])=[CH:26][CH:27]=1. The catalyst class is: 32. (4) Reactant: Cl[C:2]1[C:3]2[N:11]=[N:10][N:9](CC3C=CC=CC=3F)[C:4]=2[N:5]=[C:6]([NH2:8])[N:7]=1.C([Sn](CCCC)(CCCC)C1N(COCC[Si](C)(C)C)N=NC=1)CCC. Product: [N:11]1[C:3]2[CH:2]=[N:7][C:6]([NH2:8])=[N:5][C:4]=2[NH:9][N:10]=1. The catalyst class is: 233.